From a dataset of Forward reaction prediction with 1.9M reactions from USPTO patents (1976-2016). Predict the product of the given reaction. (1) The product is: [C:1]([O:5][C:6]([N:8]1[CH2:9][C@H:10]([CH2:35][O:36][C:40]2[CH:49]=[CH:48][C:47]3[C:42](=[CH:43][CH:44]=[CH:45][CH:46]=3)[N:41]=2)[N:11]([C:15]2[CH:20]=[CH:19][C:18]([O:21][CH2:22][CH2:23][CH2:24][O:25][CH2:26][C:27]3[CH:32]=[CH:31][CH:30]=[CH:29][C:28]=3[O:33][CH3:34])=[CH:17][CH:16]=2)[C:12](=[O:14])[CH2:13]1)=[O:7])([CH3:2])([CH3:4])[CH3:3]. Given the reactants [C:1]([O:5][C:6]([N:8]1[CH2:13][C:12](=[O:14])[N:11]([C:15]2[CH:20]=[CH:19][C:18]([O:21][CH2:22][CH2:23][CH2:24][O:25][CH2:26][C:27]3[CH:32]=[CH:31][CH:30]=[CH:29][C:28]=3[O:33][CH3:34])=[CH:17][CH:16]=2)[C@@H:10]([CH2:35][OH:36])[CH2:9]1)=[O:7])([CH3:4])([CH3:3])[CH3:2].[H-].[Na+].Cl[C:40]1[CH:49]=[CH:48][C:47]2[C:42](=[CH:43][CH:44]=[CH:45][CH:46]=2)[N:41]=1, predict the reaction product. (2) Given the reactants [Cl:1][C:2]1[CH:3]=[C:4]([N:9]2[CH:13]=[CH:12][CH:11]=[C:10]2[CH:14]=O)[CH:5]=[C:6]([Cl:8])[CH:7]=1.[C:16]([NH:19][C:20]1[CH:21]=[C:22]2[C:26](=[CH:27][CH:28]=1)[NH:25][C:24](=[O:29])C2)(=[O:18])[CH3:17].N1CCCCC1, predict the reaction product. The product is: [Cl:8][C:6]1[CH:5]=[C:4]([N:9]2[CH:13]=[CH:12][CH:11]=[C:10]2[CH:14]2[C:27]3[C:26](=[CH:22][CH:21]=[C:20]([NH:19][C:16](=[O:18])[CH3:17])[CH:28]=3)[NH:25][C:24]2=[O:29])[CH:3]=[C:2]([Cl:1])[CH:7]=1. (3) Given the reactants BrC1C=C2[C:5]([C:6](=[O:13])[C:7](=[O:12])[N:8]2[CH3:11])=C(C)C=1.BrC1C=C(C)C=C2[C:17]=1[C:18](=[O:28])C(=O)N2C.N12CCN(CC1)CC2.C(Cl)(=O)[C:38](Cl)=[O:39].BrC1C=C(C=C(C)C=1)N(C)C.[OH-].[Na+], predict the reaction product. The product is: [CH3:38][O:39][N:8]([CH3:11])[C:7]([CH:6]1[CH2:5][O:28][CH2:18][CH2:17][O:13]1)=[O:12]. (4) The product is: [F:1][C:2]([F:30])([F:29])[C:3]1[CH:4]=[C:5]([NH:9][C:10]([N:12]2[C:20]3[C:15](=[CH:16][C:17]([O:21][C:22]4[CH:27]=[C:26]([NH:31][CH2:32][CH2:33][CH2:34][N:35]5[CH2:36][CH2:37][N:38]([CH3:41])[CH2:39][CH2:40]5)[N:25]=[CH:24][N:23]=4)=[CH:18][CH:19]=3)[CH2:14][CH2:13]2)=[O:11])[CH:6]=[CH:7][CH:8]=1. Given the reactants [F:1][C:2]([F:30])([F:29])[C:3]1[CH:4]=[C:5]([NH:9][C:10]([N:12]2[C:20]3[C:15](=[CH:16][C:17]([O:21][C:22]4[CH:27]=[C:26](Cl)[N:25]=[CH:24][N:23]=4)=[CH:18][CH:19]=3)[CH2:14][CH2:13]2)=[O:11])[CH:6]=[CH:7][CH:8]=1.[NH2:31][CH2:32][CH2:33][CH2:34][N:35]1[CH2:40][CH2:39][N:38]([CH3:41])[CH2:37][CH2:36]1.N[C@H](C(O)=O)CC1C=C2C(C=CC=C2)=CC=1, predict the reaction product. (5) The product is: [Cl:20][C:14]1[CH:15]=[C:16]([F:19])[CH:17]=[CH:18][C:13]=1[CH:11]1[CH2:12][N:8]([C:30]2[CH:35]=[C:34]([Cl:36])[N:33]=[CH:32][N:31]=2)[CH2:9][CH:10]1[NH:21][C:22](=[O:28])[O:23][C:24]([CH3:26])([CH3:25])[CH3:27]. Given the reactants C([N:8]1[CH2:12][CH:11]([C:13]2[CH:18]=[CH:17][C:16]([F:19])=[CH:15][C:14]=2[Cl:20])[CH:10]([NH:21][C:22](=[O:28])[O:23][C:24]([CH3:27])([CH3:26])[CH3:25])[CH2:9]1)C1C=CC=CC=1.Cl[C:30]1[CH:35]=[C:34]([Cl:36])[N:33]=[CH:32][N:31]=1, predict the reaction product. (6) Given the reactants C[O:2][C:3](=[O:42])[CH2:4][C:5]1[CH:41]=[CH:40][CH:39]=[CH:38][C:6]=1[CH2:7][CH2:8][C:9]1[C:14]([C:15]([F:18])([F:17])[F:16])=[CH:13][N:12]=[C:11]([NH:19][C:20]2[CH:21]=[N:22][N:23]([CH:25]3[CH2:30][CH2:29][N:28]([C:31]([O:33][C:34]([CH3:37])([CH3:36])[CH3:35])=[O:32])[CH2:27][CH2:26]3)[CH:24]=2)[N:10]=1.O[Li].O, predict the reaction product. The product is: [C:34]([O:33][C:31]([N:28]1[CH2:27][CH2:26][CH:25]([N:23]2[CH:24]=[C:20]([NH:19][C:11]3[N:10]=[C:9]([CH2:8][CH2:7][C:6]4[CH:38]=[CH:39][CH:40]=[CH:41][C:5]=4[CH2:4][C:3]([OH:42])=[O:2])[C:14]([C:15]([F:16])([F:17])[F:18])=[CH:13][N:12]=3)[CH:21]=[N:22]2)[CH2:30][CH2:29]1)=[O:32])([CH3:37])([CH3:35])[CH3:36]. (7) Given the reactants Cl.Cl[CH2:3][C:4]1[CH:5]=[C:6]([NH:14][C:15]([C:17]2[S:18][CH:19]=[CH:20][CH:21]=2)=[NH:16])[CH:7]=[CH:8][C:9]=1[O:10][CH:11]([CH3:13])[CH3:12].[CH3:22][NH:23][CH2:24][CH2:25][OH:26].C(N(C(C)C)CC)(C)C.C(=O)([O-])[O-].[K+].[K+], predict the reaction product. The product is: [OH:26][CH2:25][CH2:24][N:23]([CH2:3][C:4]1[CH:5]=[C:6]([NH:14][C:15]([C:17]2[S:18][CH:19]=[CH:20][CH:21]=2)=[NH:16])[CH:7]=[CH:8][C:9]=1[O:10][CH:11]([CH3:13])[CH3:12])[CH3:22]. (8) Given the reactants [F:1][C:2]1[CH:10]=[CH:9][C:5]([C:6]([OH:8])=O)=[CH:4][CH:3]=1.C1C=CC2N(O)N=NC=2C=1.CCN=C=NCCCN(C)C.[NH2:32][CH:33]1[CH:40]2[CH2:41][CH:36]3[CH2:37][CH:38]([CH2:42][CH:34]1[CH2:35]3)[CH2:39]2.Cl.CCN(C(C)C)C(C)C, predict the reaction product. The product is: [F:1][C:2]1[CH:3]=[CH:4][C:5]([C:6]([NH:32][CH:33]2[CH:34]3[CH2:42][CH:38]4[CH2:37][CH:36]([CH2:41][CH:40]2[CH2:39]4)[CH2:35]3)=[O:8])=[CH:9][CH:10]=1. (9) Given the reactants Cl[C:2]1[N:6]=[C:5]([CH:7]2[CH2:12][CH:11]([C:13]3[CH:18]=[CH:17][C:16]([C:19]([F:22])([F:21])[F:20])=[CH:15][CH:14]=3)[CH2:10][N:9]([C:23]([N:25]3[CH2:30][CH2:29][O:28][CH2:27][CH2:26]3)=[O:24])[CH2:8]2)[O:4][N:3]=1.[CH2:31]([NH:33][CH2:34][CH2:35][OH:36])[CH3:32], predict the reaction product. The product is: [CH2:31]([N:33]([CH2:34][CH2:35][OH:36])[C:2]1[N:6]=[C:5]([CH:7]2[CH2:12][CH:11]([C:13]3[CH:18]=[CH:17][C:16]([C:19]([F:22])([F:21])[F:20])=[CH:15][CH:14]=3)[CH2:10][N:9]([C:23]([N:25]3[CH2:30][CH2:29][O:28][CH2:27][CH2:26]3)=[O:24])[CH2:8]2)[O:4][N:3]=1)[CH3:32].